Dataset: NCI-60 drug combinations with 297,098 pairs across 59 cell lines. Task: Regression. Given two drug SMILES strings and cell line genomic features, predict the synergy score measuring deviation from expected non-interaction effect. (1) Drug 1: C1C(C(OC1N2C=C(C(=O)NC2=O)F)CO)O. Drug 2: C1CCC(C(C1)N)N.C(=O)(C(=O)[O-])[O-].[Pt+4]. Cell line: DU-145. Synergy scores: CSS=31.3, Synergy_ZIP=-8.68, Synergy_Bliss=-7.49, Synergy_Loewe=-1.97, Synergy_HSA=-1.77. (2) Drug 1: CC12CCC3C(C1CCC2=O)CC(=C)C4=CC(=O)C=CC34C. Drug 2: CC1=CC2C(CCC3(C2CCC3(C(=O)C)OC(=O)C)C)C4(C1=CC(=O)CC4)C. Cell line: UO-31. Synergy scores: CSS=40.0, Synergy_ZIP=0.550, Synergy_Bliss=-2.46, Synergy_Loewe=-14.4, Synergy_HSA=-1.67. (3) Drug 1: C1=CC(=CC=C1C#N)C(C2=CC=C(C=C2)C#N)N3C=NC=N3. Drug 2: C1C(C(OC1N2C=C(C(=O)NC2=O)F)CO)O. Cell line: U251. Synergy scores: CSS=14.5, Synergy_ZIP=0.592, Synergy_Bliss=7.22, Synergy_Loewe=-10.1, Synergy_HSA=4.04.